Task: Predict the reactants needed to synthesize the given product.. Dataset: Full USPTO retrosynthesis dataset with 1.9M reactions from patents (1976-2016) (1) Given the product [CH2:1]([O:8][C:9]1[N:14]=[N:13][C:12]([CH2:15][CH2:16][C:17]2[CH:18]=[C:21]([CH:22]=[CH:23][CH:24]=2)[CH:28]=[O:29])=[CH:11][CH:10]=1)[C:2]1[CH:3]=[CH:4][CH:5]=[CH:6][CH:7]=1, predict the reactants needed to synthesize it. The reactants are: [CH2:1]([O:8][C:9]1[N:14]=[N:13][C:12]([C:15]#[C:16][C:17]2[CH:24]=[CH:23][CH:22]=[CH:21][C:18]=2C=O)=[CH:11][CH:10]=1)[C:2]1[CH:7]=[CH:6][CH:5]=[CH:4][CH:3]=1.CN([CH:28]=[O:29])C. (2) The reactants are: [CH3:1][C:2]1([CH3:22])[O:7][C:6]2[CH:8]=[CH:9][C:10]([C:12]3[CH:13]=[C:14]([CH:19]=[CH:20][CH:21]=3)[C:15]([O:17]C)=[O:16])=[N:11][C:5]=2[NH:4][CH2:3]1.CO.[CH2:25]1COCC1.O[Li].O. Given the product [CH3:25][C:13]1[C:12]([C:10]2[CH:9]=[CH:8][C:6]3[O:7][C:2]([CH3:1])([CH3:22])[CH2:3][NH:4][C:5]=3[N:11]=2)=[CH:21][CH:20]=[CH:19][C:14]=1[C:15]([OH:17])=[O:16], predict the reactants needed to synthesize it.